This data is from CYP2C9 inhibition data for predicting drug metabolism from PubChem BioAssay. The task is: Regression/Classification. Given a drug SMILES string, predict its absorption, distribution, metabolism, or excretion properties. Task type varies by dataset: regression for continuous measurements (e.g., permeability, clearance, half-life) or binary classification for categorical outcomes (e.g., BBB penetration, CYP inhibition). Dataset: cyp2c9_veith. (1) The compound is NC(=O)CN1C(=O)C2C3c4ccccc4C(c4ccccc43)C2C1=O. The result is 0 (non-inhibitor). (2) The drug is Cc1ccc(-n2nc(C)c3c2OC(N)=C(C#N)C3c2ccco2)cc1. The result is 1 (inhibitor). (3) The result is 1 (inhibitor). The compound is CC1CCN(S(=O)(=O)c2ccc3c(c2)C(=NO)c2cc(S(=O)(=O)N4CCC(C)CC4)ccc2-3)CC1. (4) The drug is N[C@H](C(=O)O)[C@@H](O)c1cnc[nH]1. The result is 0 (non-inhibitor). (5) The drug is Cc1noc(C)c1-c1cncnc1N(C)Cc1ccco1. The result is 0 (non-inhibitor). (6) The molecule is Fc1ccccc1CNc1cc(Cl)cc(Cl)c1. The result is 1 (inhibitor). (7) The result is 1 (inhibitor). The drug is COCCN(C(=O)c1ccco1)c1nnc(-c2ccc(OC)cc2)s1.